This data is from Forward reaction prediction with 1.9M reactions from USPTO patents (1976-2016). The task is: Predict the product of the given reaction. (1) Given the reactants N[C:2]1[CH:7]=[CH:6]N=C[CH:3]=1.[CH2:8]([O:10][CH2:11][C@@H:12]1[O:14][CH2:13]1)[CH3:9].[C]=[O:16].[CH2:17]([OH:21])CCC, predict the reaction product. The product is: [CH2:3]([O:16][C:17](=[O:21])[CH2:13][C@@H:12]([OH:14])[CH2:11][O:10][CH2:8][CH3:9])[CH2:2][CH2:7][CH3:6]. (2) The product is: [CH3:36][O:27][C:25]([C:21]1[CH:22]=[C:23]([CH3:24])[C:14]2[O:13][C:12]3[C:28]([Cl:30])=[CH:29][C:9]([N:8]4[CH2:7][CH2:6][N:4]([CH2:3][CH2:1][OH:2])[CH2:32][CH2:31]4)=[CH:10][C:11]=3[CH2:17][S:16](=[O:19])(=[O:18])[C:15]=2[CH:20]=1)=[O:26]. Given the reactants [CH2:1]([CH2:3][NH2:4])[OH:2].Cl[CH2:6][CH2:7][N:8]([CH2:31][CH2:32]Cl)[C:9]1[CH:29]=[C:28]([Cl:30])[C:12]2[O:13][C:14]3[C:23]([CH3:24])=[CH:22][C:21]([C:25]([OH:27])=[O:26])=[CH:20][C:15]=3[S:16](=[O:19])(=[O:18])[CH2:17][C:11]=2[CH:10]=1.O.Cl.[CH3:36]O, predict the reaction product. (3) The product is: [CH2:25]1[C:26]2[C:31](=[CH:30][CH:29]=[CH:28][CH:27]=2)[CH2:23][CH:24]1[CH2:32][CH2:33][N:8]1[CH2:12][CH2:11][CH:10]([S:13]([C:16]2[CH:21]=[CH:20][C:19]([OH:22])=[CH:18][CH:17]=2)(=[O:15])=[O:14])[CH2:9]1. Given the reactants FC(F)(F)C(O)=O.[NH:8]1[CH2:12][CH2:11][CH:10]([S:13]([C:16]2[CH:21]=[CH:20][C:19]([OH:22])=[CH:18][CH:17]=2)(=[O:15])=[O:14])[CH2:9]1.[CH2:23]1[C:31]2[C:26](=[CH:27][CH:28]=[CH:29][CH:30]=2)[CH2:25][CH:24]1[CH2:32][CH2:33]OS(C1C=CC(C)=CC=1)(=O)=O, predict the reaction product. (4) Given the reactants C(N1CC(=C([C:23]2[CH:28]=[CH:27][CH:26]=[C:25]([O:29][CH2:30][CH2:31][CH2:32][CH2:33][Br:34])[CH:24]=2)S(C)(=O)=O)C1)(C1C=CC=CC=1)C1C=CC=CC=1.BrCCCCBr.C(=O)([O-])[O-].[K+].[K+].[CH:47]([N:60]1[CH2:63][C:62](=[C:64](C2C=CC=C(O)C=2)[S:65]([CH3:68])(=[O:67])=[O:66])[CH2:61]1)([C:54]1[CH:59]=[CH:58][CH:57]=[CH:56][CH:55]=1)[C:48]1[CH:53]=[CH:52][CH:51]=[CH:50][CH:49]=1, predict the reaction product. The product is: [CH:47]([N:60]1[CH2:61][C:62](=[CH:64][S:65]([CH2:68][C:27]2[CH:28]=[CH:23][CH:24]=[C:25]([O:29][CH2:30][CH2:31][CH2:32][CH2:33][Br:34])[CH:26]=2)(=[O:67])=[O:66])[CH2:63]1)([C:48]1[CH:49]=[CH:50][CH:51]=[CH:52][CH:53]=1)[C:54]1[CH:55]=[CH:56][CH:57]=[CH:58][CH:59]=1. (5) Given the reactants [CH:1]1([NH:4][C:5](=[O:28])[C:6]2[CH:11]=[C:10]([C:12]3[CH:17]=[CH:16][C:15]4[N:18]([C:21]5[CH:26]=[CH:25][CH:24]=[CH:23][CH:22]=5)[N:19]=[CH:20][C:14]=4[N:13]=3)[C:9]([CH3:27])=[CH:8][CH:7]=2)[CH2:3][CH2:2]1.C1C=C(Cl)C=C(C(OO)=[O:37])C=1, predict the reaction product. The product is: [CH:1]1([NH:4][C:5](=[O:28])[C:6]2[CH:7]=[CH:8][C:9]([CH3:27])=[C:10]([C:12]3[CH:17]=[C:16]4[CH:20]=[N:19][N:18]([C:21]5[CH:26]=[CH:25][CH:24]=[CH:23][CH:22]=5)[C:15]4=[CH:14][N+:13]=3[O-:37])[CH:11]=2)[CH2:2][CH2:3]1. (6) Given the reactants [CH3:1][CH:2]([CH2:4][C@H:5]([CH2:10][NH2:11])[CH2:6][C:7]([OH:9])=[O:8])[CH3:3].C(N(CC)CC)C.C[Si](C)(C)Cl.C(=O)([O-])OC1C=CC=C([CH:32]([O:34][C:35](=[O:39])[CH:36]([CH3:38])[CH3:37])[CH3:33])C=1[N+]([O-])=O.C(O)(=O)CC(CC(O)=O)([C:49]([OH:51])=[O:50])O, predict the reaction product. The product is: [C:35]([O:34][CH:32]([O:51][C:49]([NH:11][CH2:10][CH:5]([CH2:4][CH:2]([CH3:1])[CH3:3])[CH2:6][C:7]([OH:9])=[O:8])=[O:50])[CH3:33])(=[O:39])[CH:36]([CH3:37])[CH3:38]. (7) Given the reactants [Cl:1][C:2]1[CH:3]=[C:4]([N:8]2[CH2:14][CH2:13][CH2:12][N:11]([C:15]([O:17][C:18]([CH3:21])([CH3:20])[CH3:19])=[O:16])[CH2:10][CH2:9]2)[CH:5]=[N:6][CH:7]=1.[Cl:22]N1C(C)(C)C(=O)N(Cl)C1=O, predict the reaction product. The product is: [Cl:1][C:2]1[CH:3]=[C:4]([N:8]2[CH2:14][CH2:13][CH2:12][N:11]([C:15]([O:17][C:18]([CH3:21])([CH3:20])[CH3:19])=[O:16])[CH2:10][CH2:9]2)[CH:5]=[N:6][C:7]=1[Cl:22]. (8) Given the reactants [Cl:1][C:2]1[NH:6][C:5]2[CH:7]=[CH:8][CH:9]=[CH:10][C:4]=2[N:3]=1.Br[CH2:12][CH2:13][CH2:14][CH2:15][CH2:16][Cl:17], predict the reaction product. The product is: [Cl:17][CH2:16][CH2:15][CH2:14][CH2:13][CH2:12][N:3]1[C:4]2[CH:10]=[CH:9][CH:8]=[CH:7][C:5]=2[N:6]=[C:2]1[Cl:1]. (9) Given the reactants [CH3:1][C@@:2]1([OH:21])[C@H:6]([OH:7])[C@@H:5]([CH2:8][OH:9])[O:4][C@H:3]1[N:10]1[C:14]2=[N:15][CH:16]=[N:17][C:18]([NH:19][OH:20])=[C:13]2[CH:12]=[N:11]1.O(N)[CH3:23], predict the reaction product. The product is: [CH3:1][C@@:2]1([OH:21])[C@H:6]([OH:7])[C@@H:5]([CH2:8][OH:9])[O:4][C@H:3]1[N:10]1[C:14]2=[N:15][CH:16]=[N:17][C:18]([NH:19][O:20][CH3:23])=[C:13]2[CH:12]=[N:11]1.